Predict the product of the given reaction. From a dataset of Forward reaction prediction with 1.9M reactions from USPTO patents (1976-2016). (1) Given the reactants [CH3:1][O:2][C:3]([C:5]1[CH2:6][N:7](CC(C=C)=CC)[CH2:8][CH2:9][C:10]=1[NH:11][CH:12]([C:14]1[CH:19]=[CH:18][CH:17]=[CH:16][CH:15]=1)[CH3:13])=[O:4], predict the reaction product. The product is: [CH3:1][O:2][C:3]([C:5]1[CH2:6][NH:7][CH2:8][CH2:9][C:10]=1[NH:11][CH:12]([C:14]1[CH:15]=[CH:16][CH:17]=[CH:18][CH:19]=1)[CH3:13])=[O:4]. (2) Given the reactants [NH2:1][CH2:2][CH2:3][C:4]1[N:13]=[C:12]([C:14]([OH:16])=[O:15])[C:11]2[C:6](=[CH:7][CH:8]=[CH:9][CH:10]=2)[N:5]=1.[C:17](OC(=O)C)(=[O:19])[CH3:18], predict the reaction product. The product is: [C:17]([NH:1][CH2:2][CH2:3][C:4]1[N:13]=[C:12]([C:14]([OH:16])=[O:15])[C:11]2[C:6](=[CH:7][CH:8]=[CH:9][CH:10]=2)[N:5]=1)(=[O:19])[CH3:18].